Predict the reaction yield, written as a fraction of the theoretical maximum amount of product (1.0 means a 100% yield; for example, 0.34 means a 34% yield). From a dataset of Reaction yield outcomes from USPTO patents with 853,638 reactions. (1) The reactants are [CH:1]([N:4]1[C:8]([C:9]2[S:10][C:11]3[CH2:12][CH2:13][O:14][C:15]4[CH:22]=[C:21]([CH:23]5[CH2:26][N:25]([CH2:27][CH2:28][S:29]([CH3:32])(=[O:31])=[O:30])[CH2:24]5)[CH:20]=[CH:19][C:16]=4[C:17]=3[N:18]=2)=[N:7][CH:6]=[N:5]1)([CH3:3])[CH3:2].[OH:33][C:34](C(F)(F)F)=[O:35].N1C[CH:42]([C:44]2[CH:65]=[CH:64][C:47]3C4N=C(C5N(C(C)C)N=CN=5)SC=4CCO[C:46]=3[CH:45]=2)C1.C([N:69](C(C)C)CC)(C)C. The catalyst is C(Cl)Cl.O. The product is [CH2:42]([O:33][C:34](=[O:35])[NH:69][C:6]1[N:7]=[C:8]([C:9]2[S:10][C:11]3[CH2:12][CH2:13][O:14][C:15]4[CH:22]=[C:21]([CH:23]5[CH2:24][N:25]([CH2:27][CH2:28][S:29]([CH3:32])(=[O:30])=[O:31])[CH2:26]5)[CH:20]=[CH:19][C:16]=4[C:17]=3[N:18]=2)[N:4]([CH:1]([CH3:3])[CH3:2])[N:5]=1)[C:44]1[CH:65]=[CH:64][CH:47]=[CH:46][CH:45]=1. The yield is 0.730. (2) The reactants are [C:1]([C:5]1[C:6]([O:21][CH3:22])=[C:7]([CH:10]=[C:11]([C:13]2[C:14]([O:19][CH3:20])=[N:15][CH:16]=[CH:17][CH:18]=2)[CH:12]=1)[CH:8]=[O:9])([CH3:4])([CH3:3])[CH3:2].C[Si]([N:27]([Si](C)(C)C)[C:28]1[CH:29]=[C:30]([Mg]Cl)[CH:31]=[CH:32][CH:33]=1)(C)C. The catalyst is C1COCC1. The product is [NH2:27][C:28]1[CH:33]=[C:32]([CH:8]([C:7]2[CH:10]=[C:11]([C:13]3[C:14]([O:19][CH3:20])=[N:15][CH:16]=[CH:17][CH:18]=3)[CH:12]=[C:5]([C:1]([CH3:4])([CH3:2])[CH3:3])[C:6]=2[O:21][CH3:22])[OH:9])[CH:31]=[CH:30][CH:29]=1. The yield is 0.550. (3) The reactants are [NH2:1][C:2]1[CH:17]=[CH:16][CH:15]=[CH:14][C:3]=1[C:4]([NH:6][C:7]1[CH:12]=[CH:11][C:10]([Cl:13])=[CH:9][CH:8]=1)=[O:5].[N:18]1([C:24]2[CH:31]=[CH:30][C:27]([CH:28]=O)=[CH:26][N:25]=2)[CH2:23][CH2:22][CH2:21][CH2:20][CH2:19]1. The catalyst is CCO. The product is [Cl:13][C:10]1[CH:11]=[CH:12][C:7]([N:6]2[C:4](=[O:5])[C:3]3[C:2](=[CH:17][CH:16]=[CH:15][CH:14]=3)[N:1]=[C:28]2[C:27]2[CH:26]=[N:25][C:24]([N:18]3[CH2:23][CH2:22][CH2:21][CH2:20][CH2:19]3)=[CH:31][CH:30]=2)=[CH:8][CH:9]=1. The yield is 0.350. (4) The product is [C:22]([O:26][C:27]([N:29]([CH2:38][C:39]([O:41][C:42]([CH3:45])([CH3:44])[CH3:43])=[O:40])[C:30]1[CH:35]=[CH:34][CH:33]=[C:32]([CH:9]([CH2:8][C:20]2[CH:3]=[CH:4][C:2]([C:56]3([CH3:55])[CH2:57][CH2:58]3)=[CH:5][CH:21]=2)[NH:10][S:11]([C:14]2[CH:15]=[N:16][CH:17]=[CH:18][CH:19]=2)(=[O:12])=[O:13])[N:31]=1)=[O:28])([CH3:25])([CH3:24])[CH3:23]. The catalyst is O.O1CCCC1. The yield is 0.910. The reactants are C[C:2]1([C:5]2[CH:21]=[CH:20][C:8]([CH2:9][NH:10][S:11]([C:14]3[CH:15]=[N:16][CH:17]=[CH:18][CH:19]=3)(=[O:13])=[O:12])=CC=2)[CH2:4][CH2:3]1.[C:22]([O:26][C:27]([N:29]([CH2:38][C:39]([O:41][C:42]([CH3:45])([CH3:44])[CH3:43])=[O:40])[C:30]1[CH:35]=[CH:34][CH:33]=[C:32](CO)[N:31]=1)=[O:28])([CH3:25])([CH3:24])[CH3:23].[CH2:55](P([CH2:55][CH2:56][CH2:57][CH3:58])[CH2:55][CH2:56][CH2:57][CH3:58])[CH2:56][CH2:57][CH3:58].CN(C)C(N=NC(N(C)C)=O)=O. (5) The reactants are [Br:1][C:2]1[CH:3]=[C:4]([CH:7]=[O:8])[S:5][CH:6]=1.[O-:9]Cl=O.[Na+]. The catalyst is CC(O)(C)C.CC(=CC)C. The product is [Br:1][C:2]1[CH:3]=[C:4]([C:7]([OH:9])=[O:8])[S:5][CH:6]=1. The yield is 0.850. (6) The reactants are [F:1][C:2]([F:17])([C:6]1[CH:11]=[CH:10][C:9]([CH3:12])=[CH:8][C:7]=1[C:13]([F:16])([F:15])[F:14])[C:3]([OH:5])=O.P(Cl)(Cl)(Cl)=O.Cl.[NH2:24][CH2:25][C:26]1[CH:27]=[C:28]2[C:32](=[CH:33][CH:34]=1)[C:31](=[O:35])[N:30]([CH:36]1[CH2:41][CH2:40][C:39](=[O:42])[NH:38][C:37]1=[O:43])[CH2:29]2.C(=O)(O)[O-].[Na+]. The catalyst is N1C=CC=CC=1. The product is [O:43]=[C:37]1[CH:36]([N:30]2[CH2:29][C:28]3[C:32](=[CH:33][CH:34]=[C:26]([CH2:25][NH:24][C:3](=[O:5])[C:2]([F:1])([F:17])[C:6]4[CH:11]=[CH:10][C:9]([CH3:12])=[CH:8][C:7]=4[C:13]([F:16])([F:15])[F:14])[CH:27]=3)[C:31]2=[O:35])[CH2:41][CH2:40][C:39](=[O:42])[NH:38]1. The yield is 0.0600. (7) The reactants are [Cl:1][C:2]1[CH:19]=[CH:18][C:17]([Cl:20])=[CH:16][C:3]=1[CH2:4][N:5]1[CH2:10][CH2:9][NH:8][C:7]2[N:11]=[CH:12][C:13](I)=[CH:14][C:6]1=2.[C:21]([O:25][C:26]([N:28]1[CH2:33][CH:32]=[C:31](B2OC(C)(C)C(C)(C)O2)[CH2:30][CH2:29]1)=[O:27])([CH3:24])([CH3:23])[CH3:22]. No catalyst specified. The product is [C:21]([O:25][C:26]([N:28]1[CH2:29][CH:30]=[C:31]([C:13]2[CH:12]=[N:11][C:7]3[NH:8][CH2:9][CH2:10][N:5]([CH2:4][C:3]4[CH:16]=[C:17]([Cl:20])[CH:18]=[CH:19][C:2]=4[Cl:1])[C:6]=3[CH:14]=2)[CH2:32][CH2:33]1)=[O:27])([CH3:24])([CH3:22])[CH3:23]. The yield is 0.350.